This data is from NCI-60 drug combinations with 297,098 pairs across 59 cell lines. The task is: Regression. Given two drug SMILES strings and cell line genomic features, predict the synergy score measuring deviation from expected non-interaction effect. (1) Synergy scores: CSS=-5.87, Synergy_ZIP=2.08, Synergy_Bliss=-0.632, Synergy_Loewe=-3.97, Synergy_HSA=-4.12. Drug 1: CN(C)C1=NC(=NC(=N1)N(C)C)N(C)C. Drug 2: CC1C(C(=O)NC(C(=O)N2CCCC2C(=O)N(CC(=O)N(C(C(=O)O1)C(C)C)C)C)C(C)C)NC(=O)C3=C4C(=C(C=C3)C)OC5=C(C(=O)C(=C(C5=N4)C(=O)NC6C(OC(=O)C(N(C(=O)CN(C(=O)C7CCCN7C(=O)C(NC6=O)C(C)C)C)C)C(C)C)C)N)C. Cell line: M14. (2) Drug 1: CC1=C2C(C(=O)C3(C(CC4C(C3C(C(C2(C)C)(CC1OC(=O)C(C(C5=CC=CC=C5)NC(=O)C6=CC=CC=C6)O)O)OC(=O)C7=CC=CC=C7)(CO4)OC(=O)C)O)C)OC(=O)C. Drug 2: CC1=C(C(=O)C2=C(C1=O)N3CC4C(C3(C2COC(=O)N)OC)N4)N. Synergy scores: CSS=44.4, Synergy_ZIP=-2.85, Synergy_Bliss=-0.472, Synergy_Loewe=-1.67, Synergy_HSA=3.91. Cell line: SN12C. (3) Drug 1: CC1=C(N=C(N=C1N)C(CC(=O)N)NCC(C(=O)N)N)C(=O)NC(C(C2=CN=CN2)OC3C(C(C(C(O3)CO)O)O)OC4C(C(C(C(O4)CO)O)OC(=O)N)O)C(=O)NC(C)C(C(C)C(=O)NC(C(C)O)C(=O)NCCC5=NC(=CS5)C6=NC(=CS6)C(=O)NCCC[S+](C)C)O. Drug 2: CCCCC(=O)OCC(=O)C1(CC(C2=C(C1)C(=C3C(=C2O)C(=O)C4=C(C3=O)C=CC=C4OC)O)OC5CC(C(C(O5)C)O)NC(=O)C(F)(F)F)O. Cell line: HOP-92. Synergy scores: CSS=34.5, Synergy_ZIP=-11.7, Synergy_Bliss=-13.3, Synergy_Loewe=-6.56, Synergy_HSA=-4.51. (4) Drug 1: CN1C(=O)N2C=NC(=C2N=N1)C(=O)N. Drug 2: CS(=O)(=O)CCNCC1=CC=C(O1)C2=CC3=C(C=C2)N=CN=C3NC4=CC(=C(C=C4)OCC5=CC(=CC=C5)F)Cl. Cell line: T-47D. Synergy scores: CSS=5.89, Synergy_ZIP=0.597, Synergy_Bliss=-1.74, Synergy_Loewe=-23.5, Synergy_HSA=-11.2. (5) Drug 2: CS(=O)(=O)CCNCC1=CC=C(O1)C2=CC3=C(C=C2)N=CN=C3NC4=CC(=C(C=C4)OCC5=CC(=CC=C5)F)Cl. Drug 1: CC1=CC=C(C=C1)C2=CC(=NN2C3=CC=C(C=C3)S(=O)(=O)N)C(F)(F)F. Synergy scores: CSS=-2.69, Synergy_ZIP=10.9, Synergy_Bliss=17.6, Synergy_Loewe=2.45, Synergy_HSA=3.49. Cell line: SR.